Dataset: Forward reaction prediction with 1.9M reactions from USPTO patents (1976-2016). Task: Predict the product of the given reaction. (1) Given the reactants [N:1]1[NH:2][C:3](=O)[C:4](=O)[CH:5]=[C:6]2[CH:11]=[CH:10][CH:9]=[CH:8][C:7]=12.P(Cl)(Cl)(Cl)=O.N1C(=O)N=C2C=CC=CC=12, predict the reaction product. The product is: [NH:1]1[C:7]2[CH:8]=[CH:9][CH:10]=[CH:11][C:6]=2[CH:5]=[CH:4][CH:3]=[N:2]1. (2) Given the reactants [NH2:1][C:2]1[CH:3]=[CH:4][C:5]2[C:9]([CH:10]=1)=[N:8][N:7]1[C:11](=[O:28])[CH:12]=[C:13]([CH:15]3[CH2:20][CH2:19][N:18](C(OC(C)(C)C)=O)[CH2:17][CH2:16]3)[NH:14][C:6]=21.[ClH:29], predict the reaction product. The product is: [ClH:29].[NH2:1][C:2]1[CH:3]=[CH:4][C:5]2[C:9]([CH:10]=1)=[N:8][N:14]1[C:13]([CH:15]3[CH2:20][CH2:19][NH:18][CH2:17][CH2:16]3)=[CH:12][C:11](=[O:28])[NH:7][C:6]=21. (3) Given the reactants [F:1][CH2:2][CH2:3][N:4]1[C:9](=[O:10])[CH:8]=[N:7][NH:6][C:5]1=[O:11].C[Si](C)(C)[N-][Si](C)(C)C.[Li+].Br[CH2:23][CH2:24][CH2:25][CH2:26][Cl:27], predict the reaction product. The product is: [Cl:27][CH2:26][CH2:25][CH2:24][CH2:23][N:6]1[C:5](=[O:11])[N:4]([CH2:3][CH2:2][F:1])[C:9](=[O:10])[CH:8]=[N:7]1. (4) The product is: [ClH:35].[F:1][C@H:2]1[C@H:3]([CH3:34])[NH:4][C@H:5]([C:7]([NH:8][CH2:9][C:10]2[CH:15]=[CH:14][N:13]=[C:12]([C:16]3[CH:21]=[N:20][C:19]([C:22]([F:25])([F:24])[F:23])=[N:18][CH:17]=3)[CH:11]=2)=[O:26])[CH2:6]1. Given the reactants [F:1][C@@H:2]1[CH2:6][C@@H:5]([C:7](=[O:26])[NH:8][CH2:9][C:10]2[CH:15]=[CH:14][N:13]=[C:12]([C:16]3[CH:17]=[N:18][C:19]([C:22]([F:25])([F:24])[F:23])=[N:20][CH:21]=3)[CH:11]=2)[N:4](C(OC(C)(C)C)=O)[C@H:3]1[CH3:34].[ClH:35], predict the reaction product. (5) Given the reactants Br[C:2]1[C:7]([C:8]2[CH:13]=[CH:12][C:11]([F:14])=[CH:10][CH:9]=2)=[C:6]([F:15])[C:5]([O:16][CH:17]([CH3:19])[CH3:18])=[C:4]([CH:20]=[O:21])[CH:3]=1.[CH:22]1(B(O)O)[CH2:24][CH2:23]1.C(=O)([O-])[O-].[Na+].[Na+].C1(P(C2CCCCC2)C2C=CC=CC=2C2C(OC)=CC=CC=2OC)CCCCC1, predict the reaction product. The product is: [CH:22]1([C:2]2[C:7]([C:8]3[CH:13]=[CH:12][C:11]([F:14])=[CH:10][CH:9]=3)=[C:6]([F:15])[C:5]([O:16][CH:17]([CH3:19])[CH3:18])=[C:4]([CH:20]=[O:21])[CH:3]=2)[CH2:24][CH2:23]1. (6) Given the reactants [CH3:1][C:2]1[CH:3]=[C:4]2[C:8](=[CH:9][CH:10]=1)[C:7](=[O:11])[CH2:6][C@H:5]2[C:12]1[CH:17]=[CH:16][CH:15]=[CH:14][CH:13]=1.C1C=C(Cl)C=C(C(OO)=[O:26])C=1.CC1C=CC(S(O)(=O)=O)=CC=1.O, predict the reaction product. The product is: [CH3:1][C:2]1[CH:3]=[C:4]2[C:8](=[CH:9][CH:10]=1)[O:26][C:7](=[O:11])[CH2:6][C@H:5]2[C:12]1[CH:17]=[CH:16][CH:15]=[CH:14][CH:13]=1. (7) Given the reactants [C:1]([N:4]1[CH2:9][CH2:8][NH:7][CH2:6][CH2:5]1)(=[O:3])[CH3:2].[Cl:10][C:11]1[CH:16]=[C:15]([CH2:17]Cl)[CH:14]=[CH:13][N:12]=1.C([O-])([O-])=O.[K+].[K+], predict the reaction product. The product is: [Cl:10][C:11]1[CH:16]=[C:15]([CH2:17][N:7]2[CH2:8][CH2:9][N:4]([C:1](=[O:3])[CH3:2])[CH2:5][CH2:6]2)[CH:14]=[CH:13][N:12]=1. (8) Given the reactants Cl.[NH2:2][C@H:3]([C:5]1[CH:10]=[CH:9][C:8]([CH2:11][OH:12])=[CH:7][CH:6]=1)[CH3:4].F[C:14]1[N:19]=[C:18]([N:20]2[C@@H:24]([CH:25]([CH3:27])[CH3:26])[CH2:23][O:22][C:21]2=[O:28])[CH:17]=[CH:16][N:15]=1.CCN(C(C)C)C(C)C, predict the reaction product. The product is: [OH:12][CH2:11][C:8]1[CH:9]=[CH:10][C:5]([C@@H:3]([NH:2][C:14]2[N:19]=[C:18]([N:20]3[C@@H:24]([CH:25]([CH3:26])[CH3:27])[CH2:23][O:22][C:21]3=[O:28])[CH:17]=[CH:16][N:15]=2)[CH3:4])=[CH:6][CH:7]=1. (9) Given the reactants [OH-].[Na+].C([O:9][CH2:10][C:11]1[S:12][CH:13]=[C:14]([C:16]([O:18]CC)=[O:17])[N:15]=1)(=O)C(C)(C)C, predict the reaction product. The product is: [OH:9][CH2:10][C:11]1[S:12][CH:13]=[C:14]([C:16]([OH:18])=[O:17])[N:15]=1. (10) Given the reactants [Br:1][C:2]1[C:11]2[C:6](=[C:7]([CH3:14])[CH:8]=[C:9]([O:12][CH3:13])[CH:10]=2)[N:5]=[CH:4][C:3]=1[C:15]([O:17]CC)=[O:16].Cl, predict the reaction product. The product is: [Br:1][C:2]1[C:11]2[C:6](=[C:7]([CH3:14])[CH:8]=[C:9]([O:12][CH3:13])[CH:10]=2)[N:5]=[CH:4][C:3]=1[C:15]([OH:17])=[O:16].